From a dataset of TCR-epitope binding with 47,182 pairs between 192 epitopes and 23,139 TCRs. Binary Classification. Given a T-cell receptor sequence (or CDR3 region) and an epitope sequence, predict whether binding occurs between them. The epitope is VSFIEFVGW. The TCR CDR3 sequence is CASSQAPGLAVTTDTQYF. Result: 0 (the TCR does not bind to the epitope).